Dataset: Forward reaction prediction with 1.9M reactions from USPTO patents (1976-2016). Task: Predict the product of the given reaction. (1) The product is: [OH:17][CH:9]([C:6]1[CH:7]=[CH:8][C:3]([O:2][CH3:1])=[C:4]([C:18]2[C:19]([CH2:31][O:32][C:33](=[O:41])[C:34]3[CH:35]=[CH:36][C:37]([CH3:40])=[CH:38][CH:39]=3)=[C:20]3[C:25](=[CH:26][CH:27]=2)[NH:24][C:23]([CH3:29])([CH3:28])[CH:22]=[C:21]3[CH3:30])[CH:5]=1)[CH2:10][C:11]1[CH:16]=[CH:15][CH:14]=[CH:13][CH:12]=1. Given the reactants [CH3:1][O:2][C:3]1[CH:8]=[CH:7][C:6]([C:9](=[O:17])[CH2:10][C:11]2[CH:16]=[CH:15][CH:14]=[CH:13][CH:12]=2)=[CH:5][C:4]=1[C:18]1[C:19]([CH2:31][O:32][C:33](=[O:41])[C:34]2[CH:39]=[CH:38][C:37]([CH3:40])=[CH:36][CH:35]=2)=[C:20]2[C:25](=[CH:26][CH:27]=1)[NH:24][C:23]([CH3:29])([CH3:28])[CH:22]=[C:21]2[CH3:30].[BH4-].[Na+].Cl.C(OCC)(=O)C, predict the reaction product. (2) The product is: [ClH:44].[C:1]1([C:7]2[C:8]([C:26]3[CH:27]=[CH:28][C:29]([C:32]4([NH2:36])[CH2:35][CH2:34][CH2:33]4)=[CH:30][CH:31]=3)=[N:9][C:10]3[CH:11]=[CH:12][N:13]4[C:19]([C:20]5[N:21]=[CH:22][CH:23]=[CH:24][N:25]=5)=[N:18][N:17]=[C:14]4[C:15]=3[CH:16]=2)[CH:2]=[CH:3][CH:4]=[CH:5][CH:6]=1. Given the reactants [C:1]1([C:7]2[C:8]([C:26]3[CH:31]=[CH:30][C:29]([C:32]4([NH:36]C(=O)OC(C)(C)C)[CH2:35][CH2:34][CH2:33]4)=[CH:28][CH:27]=3)=[N:9][C:10]3[CH:11]=[CH:12][N:13]4[C:19]([C:20]5[N:25]=[CH:24][CH:23]=[CH:22][N:21]=5)=[N:18][N:17]=[C:14]4[C:15]=3[CH:16]=2)[CH:6]=[CH:5][CH:4]=[CH:3][CH:2]=1.[ClH:44].CCOC(C)=O, predict the reaction product. (3) Given the reactants CCCC[N+](CCCC)(CCCC)CCCC.[F-].C([Si]([O:26][CH2:27][C:28]1[CH:33]=[CH:32][CH:31]=[CH:30][C:29]=1[C:34]([CH:36]1[CH2:39][CH2:38][CH2:37]1)=[CH2:35])(C)C)(C)(C)C.CCOCC.O, predict the reaction product. The product is: [CH:36]1([C:34]([C:29]2[CH:30]=[CH:31][CH:32]=[CH:33][C:28]=2[CH2:27][OH:26])=[CH2:35])[CH2:39][CH2:38][CH2:37]1. (4) Given the reactants [CH2:1]([N:3]1[C:8]2[CH:9]=[C:10]([C:14]3[CH:15]=[C:16]([CH:19]=[CH:20][C:21]=3[OH:22])[CH:17]=[O:18])[C:11]([CH3:13])=[CH:12][C:7]=2[O:6][C:5]([CH3:24])([CH3:23])[C:4]1=[O:25])[CH3:2].C(=O)([O-])[O-].[K+].[K+].[F:32][C:33]([F:53])([F:52])[C:34](F)(F)C(F)(F)C(F)(F)S(O[CH2:34][C:33]([F:53])([F:52])[F:32])(=O)=O, predict the reaction product. The product is: [CH2:1]([N:3]1[C:8]2[CH:9]=[C:10]([C:14]3[CH:15]=[C:16]([CH:19]=[CH:20][C:21]=3[O:22][CH2:34][C:33]([F:53])([F:52])[F:32])[CH:17]=[O:18])[C:11]([CH3:13])=[CH:12][C:7]=2[O:6][C:5]([CH3:24])([CH3:23])[C:4]1=[O:25])[CH3:2]. (5) Given the reactants [NH2:1][C:2]1[CH:3]=[C:4]([C:10]2[CH:15]=[CH:14][CH:13]=[CH:12][CH:11]=2)[CH:5]=[CH:6][C:7]=1[O:8][CH3:9].[S:16]1C2C=CC=CC=2[N:18]=[C:17]1NC(=O)C(O)=O, predict the reaction product. The product is: [NH2:18][C:17]1[S:16][C:3]2[C:4]([C:10]3[CH:11]=[CH:12][CH:13]=[CH:14][CH:15]=3)=[CH:5][CH:6]=[C:7]([O:8][CH3:9])[C:2]=2[N:1]=1. (6) The product is: [CH2:42]([O:49][C:50]1[CH:55]=[CH:54][C:53]([CH2:56][CH2:57][NH:58][CH2:59][C:60]2[CH:61]=[C:3]([O:2][CH3:1])[CH:4]=[CH:5][C:6]=2[CH:10]2[CH2:19][CH2:18][C:17]3[C:12](=[CH:13][CH:14]=[C:15]([O:20][CH3:21])[CH:16]=3)[C:11]2([CH3:23])[CH3:22])=[CH:52][CH:51]=1)[C:43]1[CH:48]=[CH:47][CH:46]=[CH:45][CH:44]=1. Given the reactants [CH3:1][O:2][C:3]1[CH:4]=[CH:5][C:6]([CH:10]2[CH2:19][CH2:18][C:17]3[C:12](=[CH:13][CH:14]=[C:15]([O:20][CH3:21])[CH:16]=3)[C:11]2([CH3:23])[CH3:22])=C(N)C=1.C(OC1C=CC(CC(Cl)=O)=CC=1)C1C=CC=CC=1.[CH2:42]([O:49][C:50]1[CH:55]=[CH:54][C:53]([CH2:56][CH2:57][NH:58][C:59]2C=C(OC)C=[CH:61][C:60]=2C2CCC3C(=CC=C(OC)C=3)C2(C)C)=[CH:52][CH:51]=1)[C:43]1[CH:48]=[CH:47][CH:46]=[CH:45][CH:44]=1, predict the reaction product. (7) Given the reactants [H-].[Na+].[NH:3]1[C:11]2[C:6](=[CH:7][C:8]([C:12]([O:14][CH3:15])=[O:13])=[CH:9][CH:10]=2)[CH:5]=[N:4]1.I[CH3:17], predict the reaction product. The product is: [CH3:17][N:3]1[C:11]2[C:6](=[CH:7][C:8]([C:12]([O:14][CH3:15])=[O:13])=[CH:9][CH:10]=2)[CH:5]=[N:4]1.